Dataset: Experimentally validated miRNA-target interactions with 360,000+ pairs, plus equal number of negative samples. Task: Binary Classification. Given a miRNA mature sequence and a target amino acid sequence, predict their likelihood of interaction. (1) Result: 0 (no interaction). The protein sequence of the target gene is MFLLLPFDSLIVNLLGISLTVLFTLLLVFIIVPAIFGVSFGIRKLYMKTLLKIFAWATLRMERGAKERNHQLYKPYTNGIIAKDPTSLEEEIKEIRRSGSSKALDKTPEFELSDIFYFCRKGMETIMDDEVTKRFSAEELESWNLLSRTNYNFQYISLRLTILWGLGVLIRYCFLLPLRIALAFTGIGLLVVGTTMVGYLPNGRFKEFLSKHVHLMCYRICVRALTAIITYHNRKNRPRNGGICVANHTSPIDVIILASDGYYAMVGQVHGGLMGVIQRAMVKACPHVWFERSEVKDRHL.... The miRNA is cel-miR-90-3p with sequence UGAUAUGUUGUUUGAAUGCCCCU. (2) The miRNA is hsa-miR-3907 with sequence AGGUGCUCCAGGCUGGCUCACA. The protein sequence of the target gene is MDSQQEDLRFPGMWVSLYFGILGLCSVITGGCIIFLHWRKNLRREEHAQQWVEVMRAATFTYSPLLYWINKRRRYGMNAAINTGPAPAVTKTETEVQNPDVLWDLDIPEGRSHADQDSNPKAEAPAPLQPALQLAPQQPQARSPFPLPIFQEVPFAPPLCNLPPLLNHSVSYPLATCPERNVLFHSLLNLAQEDHSFNAKPFPSEL. Result: 0 (no interaction).